Dataset: Catalyst prediction with 721,799 reactions and 888 catalyst types from USPTO. Task: Predict which catalyst facilitates the given reaction. (1) Reactant: [CH2:1]([NH:8][C:9]1[CH:16]=[CH:15][C:12](OC)=[CH:11][CH:10]=1)[C:2]1[CH:7]=[CH:6][CH:5]=[CH:4]C=1.[Br-].C([P+](C1C=CC=CC=1)(C1C=CC=CC=1)C1C=CC=CC=1)CCCCCC.C(C1CCCC(Br)C1=O)(OCC)=O.C(=O)(O)[O-].[Na+]. Product: [CH2:2]1[C:1]2[NH:8][C:9]3[C:10](=[CH:11][CH:12]=[CH:15][CH:16]=3)[C:4]=2[CH2:5][CH2:6][CH2:7]1. The catalyst class is: 434. (2) Reactant: [Cl:1][C:2]1[CH:24]=[CH:23][C:5]([CH2:6][N:7]2[C:11]([CH2:12][CH2:13][C:14](OCC)=[O:15])=[CH:10][C:9]([O:19][CH:20]([CH3:22])[CH3:21])=[N:8]2)=[C:4]([O:25][CH2:26][CH3:27])[CH:3]=1.[H-].C([Al+]CC(C)C)C(C)C.CO.[C@H](O)(C([O-])=O)[C@@H](O)C([O-])=O.[Na+].[K+]. Product: [Cl:1][C:2]1[CH:24]=[CH:23][C:5]([CH2:6][N:7]2[C:11]([CH2:12][CH2:13][CH2:14][OH:15])=[CH:10][C:9]([O:19][CH:20]([CH3:22])[CH3:21])=[N:8]2)=[C:4]([O:25][CH2:26][CH3:27])[CH:3]=1. The catalyst class is: 207. (3) Reactant: [Cl:1][C:2]1[C:3]([O:13][CH2:14][C:15]2[CH:20]=[CH:19][C:18]([O:21][CH3:22])=[CH:17][CH:16]=2)=[CH:4][C:5]([OH:12])=[C:6]([CH:11]=1)[C:7](OC)=[O:8].[CH3:23][NH2:24]. Product: [Cl:1][C:2]1[C:3]([O:13][CH2:14][C:15]2[CH:20]=[CH:19][C:18]([O:21][CH3:22])=[CH:17][CH:16]=2)=[CH:4][C:5]([OH:12])=[C:6]([CH:11]=1)[C:7]([NH:24][CH3:23])=[O:8]. The catalyst class is: 8. (4) Product: [CH3:16][C:17]1[N:21]([CH2:22][CH2:23][O:7][C:8]2[CH:15]=[CH:14][C:11]([CH:12]=[O:13])=[CH:10][CH:9]=2)[C:20]([C:29]2[CH:34]=[CH:33][CH:32]=[CH:31][CH:30]=2)=[CH:19][CH:18]=1. Reactant: C(=O)([O-])[O-].[K+].[K+].[OH:7][C:8]1[CH:15]=[CH:14][C:11]([CH:12]=[O:13])=[CH:10][CH:9]=1.[CH3:16][C:17]1[N:21]([CH:22](S(OC)(=O)=O)[CH3:23])[C:20]([C:29]2[CH:34]=[CH:33][CH:32]=[CH:31][CH:30]=2)=[CH:19][CH:18]=1. The catalyst class is: 35. (5) Reactant: [Cl:1][C:2]1[CH:10]=[CH:9][C:5]([C:6](O)=[O:7])=[CH:4][N:3]=1.[CH2:11]([N:13](CC)[CH2:14]C)C.CNC.Cl.C(N=C=NCCCN(C)C)C. Product: [Cl:1][C:2]1[CH:10]=[CH:9][C:5]([C:6]([N:13]([CH3:14])[CH3:11])=[O:7])=[CH:4][N:3]=1. The catalyst class is: 396.